This data is from Forward reaction prediction with 1.9M reactions from USPTO patents (1976-2016). The task is: Predict the product of the given reaction. (1) Given the reactants C(OP([CH2:9][C:10]([O:12][CH2:13][CH3:14])=[O:11])(OCC)=O)C.[H-].[Na+].[C:17]1([CH3:44])[CH:22]=[CH:21][CH:20]=[C:19]([C:23]2[C:27](=[O:28])[C:26]3([CH2:33][CH2:32][C:31](=O)[CH2:30][CH2:29]3)[O:25][C:24]=2[C:35]2[CH:36]=[CH:37][C:38]3[N:39]([N:41]=[CH:42][N:43]=3)[CH:40]=2)[CH:18]=1, predict the reaction product. The product is: [N:43]1[CH:42]=[N:41][N:39]2[CH:40]=[C:35]([C:24]3[O:25][C:26]4([CH2:29][CH2:30][C:31](=[CH:9][C:10]([O:12][CH2:13][CH3:14])=[O:11])[CH2:32][CH2:33]4)[C:27](=[O:28])[C:23]=3[C:19]3[CH:18]=[C:17]([CH3:44])[CH:22]=[CH:21][CH:20]=3)[CH:36]=[CH:37][C:38]=12. (2) Given the reactants [F:1][C:2]1[CH:10]=[CH:9][CH:8]=[C:7]2[C:3]=1[CH2:4][CH2:5][NH:6]2.[O:11]=[CH:12][C@@H:13]([C@H:15]([C@@H:17]([C@@H:19]([CH2:21][OH:22])[OH:20])[OH:18])[OH:16])O.C(O)C, predict the reaction product. The product is: [F:1][C:2]1[CH:10]=[CH:9][CH:8]=[C:7]2[C:3]=1[CH2:4][CH2:5][N:6]2[C@@H:21]1[O:22][C@H:13]([CH2:12][OH:11])[C@@H:15]([OH:16])[C@H:17]([OH:18])[C@H:19]1[OH:20]. (3) Given the reactants Br[C:2]1[CH:7]=[CH:6][C:5]([N:8]2[CH:12]=[C:11]([C:13]([NH:15][C:16]([CH3:20])([CH3:19])[CH2:17][OH:18])=[O:14])[N:10]=[C:9]2[C:21]2[CH:26]=[CH:25][CH:24]=[CH:23][C:22]=2[Cl:27])=[C:4]([Cl:28])[CH:3]=1.[CH3:29][S:30]([C:33]1[CH:34]=[C:35](B(O)O)[CH:36]=[CH:37][CH:38]=1)(=[O:32])=[O:31].C([O-])([O-])=O.[K+].[K+].COCCOC, predict the reaction product. The product is: [Cl:28][C:4]1[CH:3]=[C:2]([C:37]2[CH:36]=[CH:35][CH:34]=[C:33]([S:30]([CH3:29])(=[O:32])=[O:31])[CH:38]=2)[CH:7]=[CH:6][C:5]=1[N:8]1[CH:12]=[C:11]([C:13]([NH:15][C:16]([CH3:20])([CH3:19])[CH2:17][OH:18])=[O:14])[N:10]=[C:9]1[C:21]1[CH:26]=[CH:25][CH:24]=[CH:23][C:22]=1[Cl:27]. (4) Given the reactants [Cl:1][C:2]1[CH:3]=[N:4][C:5]2[C:10]([CH:11]=1)=[CH:9][C:8]([CH2:12][C:13]1[CH:18]=[C:17]([C:19]([O:21]C)=[O:20])[CH:16]=[CH:15][N:14]=1)=[CH:7][C:6]=2[C:23]([O:25][CH3:26])=[O:24].O[Li].O.Cl, predict the reaction product. The product is: [Cl:1][C:2]1[CH:3]=[N:4][C:5]2[C:10]([CH:11]=1)=[CH:9][C:8]([CH2:12][C:13]1[CH:18]=[C:17]([CH:16]=[CH:15][N:14]=1)[C:19]([OH:21])=[O:20])=[CH:7][C:6]=2[C:23]([O:25][CH3:26])=[O:24]. (5) Given the reactants [CH3:1][O:2][C:3]1[CH:32]=[CH:31][C:6]([CH2:7][N:8]([CH2:13][C:14]#[C:15][CH2:16][O:17][C@H:18]([CH2:20][C:21]#[C:22][CH2:23][O:24][C:25]2[CH:30]=[CH:29][CH:28]=[CH:27][CH:26]=2)[CH3:19])[CH2:9][CH2:10][C:11]#[N:12])=[CH:5][CH:4]=1, predict the reaction product. The product is: [CH3:1][O:2][C:3]1[CH:4]=[CH:5][C:6]([CH2:7][N:8]2[CH2:9][CH2:10][C:11]3[N:12]=[C:22]([CH2:23][O:24][C:25]4[CH:30]=[CH:29][CH:28]=[CH:27][CH:26]=4)[C:21]4[CH2:20][C@H:18]([CH3:19])[O:17][CH2:16][C:15]=4[C:14]=3[CH2:13]2)=[CH:31][CH:32]=1.